Dataset: Forward reaction prediction with 1.9M reactions from USPTO patents (1976-2016). Task: Predict the product of the given reaction. The product is: [Br:13][C:14]1[CH:15]=[C:16]([C:17]2[O:10][N:9]=[C:7]([C:6]3[CH:5]=[CH:4][C:3]([O:2][CH3:1])=[CH:12][CH:11]=3)[N:8]=2)[CH:20]=[CH:21][N:22]=1. Given the reactants [CH3:1][O:2][C:3]1[CH:12]=[CH:11][C:6]([C:7](=[N:9][OH:10])[NH2:8])=[CH:5][CH:4]=1.[Br:13][C:14]1[CH:15]=[C:16]([CH:20]=[CH:21][N:22]=1)[C:17](O)=O.C1CCC(N=C=NC2CCCCC2)CC1.C1C=CC2N(O)N=NC=2C=1, predict the reaction product.